Predict which catalyst facilitates the given reaction. From a dataset of Catalyst prediction with 721,799 reactions and 888 catalyst types from USPTO. (1) Reactant: [CH2:1]([NH2:8])[CH2:2][CH2:3][CH2:4][CH2:5][CH2:6][CH3:7].[CH3:9][O:10]/[C:11](=[CH:16]\[C:17]1[CH:22]=[CH:21][C:20]([C:23]2[CH:28]=[CH:27][CH:26]=[C:25]([N:29]([CH3:42])[C:30](OC3C=CC([N+]([O-])=O)=CC=3)=[O:31])[CH:24]=2)=[CH:19][CH:18]=1)/[C:12]([O:14][CH3:15])=[O:13].O. Product: [CH2:1]([NH:8][C:30](=[O:31])[N:29]([C:25]1[CH:24]=[C:23]([C:20]2[CH:21]=[CH:22][C:17](/[CH:16]=[C:11](\[O:10][CH3:9])/[C:12]([O:14][CH3:15])=[O:13])=[CH:18][CH:19]=2)[CH:28]=[CH:27][CH:26]=1)[CH3:42])[CH2:2][CH2:3][CH2:4][CH2:5][CH2:6][CH3:7]. The catalyst class is: 9. (2) Product: [C:20]([C:17]1[CH:18]=[CH:19][C:12]2[O:11][CH2:10][CH2:9][C:8]3[S:7][C:6]([C:4]([OH:5])=[O:3])=[N:15][C:14]=3[C:13]=2[CH:16]=1)#[N:21]. The catalyst class is: 219. Reactant: C([O:3][C:4]([C:6]1[S:7][C:8]2[CH2:9][CH2:10][O:11][C:12]3[CH:19]=[CH:18][C:17]([C:20]#[N:21])=[CH:16][C:13]=3[C:14]=2[N:15]=1)=[O:5])C.[OH-].[Na+].Cl. (3) Reactant: [C:1]([O:5][C:6]([NH:8][CH2:9][C:10]1[CH:11]=[C:12]([C:16]2[CH:21]=[CH:20][CH:19]=[C:18]([CH2:22][O:23][C:24]3[CH:29]=[C:28]([CH2:30][CH3:31])[CH:27]=[CH:26][C:25]=3[CH2:32][C:33]([O:35]C)=[O:34])[CH:17]=2)[CH:13]=[CH:14][CH:15]=1)=[O:7])([CH3:4])([CH3:3])[CH3:2].O.Cl.C(Cl)Cl. Product: [C:1]([O:5][C:6]([NH:8][CH2:9][C:10]1[CH:11]=[C:12]([C:16]2[CH:21]=[CH:20][CH:19]=[C:18]([CH2:22][O:23][C:24]3[CH:29]=[C:28]([CH2:30][CH3:31])[CH:27]=[CH:26][C:25]=3[CH2:32][C:33]([OH:35])=[O:34])[CH:17]=2)[CH:13]=[CH:14][CH:15]=1)=[O:7])([CH3:2])([CH3:3])[CH3:4]. The catalyst class is: 5. (4) Reactant: [F:1][C:2]1[CH:7]=[CH:6][C:5]([C@:8]([NH:30][S@@](C(C)(C)C)=O)([C:16]2[CH:21]=[C:20]([O:22][C:23]([F:28])([F:27])[CH:24]([F:26])[F:25])[CH:19]=[C:18]([F:29])[CH:17]=2)[CH2:9][C:10]2[CH:15]=[CH:14][CH:13]=[CH:12][CH:11]=2)=[CH:4][C:3]=1[O:37][CH3:38].Cl. Product: [F:1][C:2]1[CH:7]=[CH:6][C:5]([C@@:8]([C:16]2[CH:21]=[C:20]([O:22][C:23]([F:27])([F:28])[CH:24]([F:26])[F:25])[CH:19]=[C:18]([F:29])[CH:17]=2)([NH2:30])[CH2:9][C:10]2[CH:11]=[CH:12][CH:13]=[CH:14][CH:15]=2)=[CH:4][C:3]=1[O:37][CH3:38]. The catalyst class is: 5. (5) Reactant: [NH2:1][C:2]1[CH:15]=[CH:14][C:5]([C:6]([C:8]2[CH:13]=[CH:12][CH:11]=[CH:10][CH:9]=2)=[O:7])=[CH:4][CH:3]=1.[C:16]1([C:25]2[CH:30]=[CH:29][CH:28]=[CH:27][CH:26]=2)[CH:21]=[CH:20][C:19]([C:22](Cl)=[O:23])=[CH:18][CH:17]=1.C(N(CC)CC)C. Product: [C:6]([C:5]1[CH:4]=[CH:3][C:2]([NH:1][C:22]([C:19]2[CH:20]=[CH:21][C:16]([C:25]3[CH:26]=[CH:27][CH:28]=[CH:29][CH:30]=3)=[CH:17][CH:18]=2)=[O:23])=[CH:15][CH:14]=1)(=[O:7])[C:8]1[CH:13]=[CH:12][CH:11]=[CH:10][CH:9]=1. The catalyst class is: 1. (6) Reactant: [ClH:1].[NH2:2][C@@H:3]1[CH2:5][C@H:4]1[C:6]1[CH:7]=[C:8]([CH:18]=[CH:19][CH:20]=1)[C:9]([NH:11][CH:12]1[CH2:17][CH2:16][O:15][CH2:14][CH2:13]1)=[O:10].[F:21][C:22]1([F:29])[CH2:27][CH2:26][C:25](=O)[CH2:24][CH2:23]1.C(=O)([O-])O.[Na+]. Product: [ClH:1].[F:21][C:22]1([F:29])[CH2:27][CH2:26][CH:25]([NH:2][C@@H:3]2[CH2:5][C@H:4]2[C:6]2[CH:7]=[C:8]([CH:18]=[CH:19][CH:20]=2)[C:9]([NH:11][CH:12]2[CH2:13][CH2:14][O:15][CH2:16][CH2:17]2)=[O:10])[CH2:24][CH2:23]1. The catalyst class is: 130. (7) Reactant: C[O:2][C:3]([CH:5]1[CH2:20][C@@:8]2([O:12][N:11]=[C:10]([C:13]3[CH:18]=[CH:17][CH:16]=[C:15]([Cl:19])[CH:14]=3)[CH2:9]2)[CH2:7][N:6]1[C:21]([O:23][C:24]([CH3:27])([CH3:26])[CH3:25])=[O:22])=[O:4].[Li+].[OH-].Cl. Product: [C:24]([O:23][C:21]([N:6]1[CH:5]([C:3]([OH:4])=[O:2])[CH2:20][C@@:8]2([O:12][N:11]=[C:10]([C:13]3[CH:18]=[CH:17][CH:16]=[C:15]([Cl:19])[CH:14]=3)[CH2:9]2)[CH2:7]1)=[O:22])([CH3:27])([CH3:25])[CH3:26]. The catalyst class is: 24.